From a dataset of Catalyst prediction with 721,799 reactions and 888 catalyst types from USPTO. Predict which catalyst facilitates the given reaction. (1) Reactant: [H-].[Na+].[Br:3][C:4]1[CH:9]=[CH:8][C:7]([CH2:10][CH2:11][OH:12])=[CH:6][CH:5]=1.Br[CH2:14][CH:15]1[CH2:17][CH2:16]1. Product: [Br:3][C:4]1[CH:9]=[CH:8][C:7]([CH2:10][CH2:11][O:12][CH2:14][CH:15]2[CH2:17][CH2:16]2)=[CH:6][CH:5]=1. The catalyst class is: 3. (2) Reactant: [CH3:1][C:2]1[CH:3]=[C:4]([C:19]2[N:20]=[N:21][N:22]([CH:24]3[CH2:29][CH2:28][CH2:27][C:26](=[O:30])[CH2:25]3)[CH:23]=2)[CH:5]=[C:6]([NH:8][C:9]2[N:14]=[C:13]([C:15]([F:18])([F:17])[F:16])[CH:12]=[CH:11][N:10]=2)[CH:7]=1.[BH4-].[Na+]. Product: [CH3:1][C:2]1[CH:3]=[C:4]([C:19]2[N:20]=[N:21][N:22]([C@@H:24]3[CH2:29][CH2:28][CH2:27][C@H:26]([OH:30])[CH2:25]3)[CH:23]=2)[CH:5]=[C:6]([NH:8][C:9]2[N:14]=[C:13]([C:15]([F:18])([F:17])[F:16])[CH:12]=[CH:11][N:10]=2)[CH:7]=1. The catalyst class is: 5. (3) Reactant: [F:1][C:2]1[CH:3]=[C:4]([C:9]2([O:14][CH3:15])[CH2:13][CH2:12][NH:11][CH2:10]2)[CH:5]=[C:6]([F:8])[CH:7]=1.C(N(CC)CC)C.I[CH2:24][CH2:25][CH3:26].O. Product: [F:1][C:2]1[CH:3]=[C:4]([C:9]2([O:14][CH3:15])[CH2:13][CH2:12][N:11]([CH2:24][CH2:25][CH3:26])[CH2:10]2)[CH:5]=[C:6]([F:8])[CH:7]=1. The catalyst class is: 7. (4) Reactant: [Br:1][C:2]1[C:3]([CH2:16][C:17]([O:19][CH3:20])=[O:18])=[C:4]([C:7]2[CH:15]=[CH:14][C:10]([C:11]([OH:13])=O)=[CH:9][CH:8]=2)[S:5][CH:6]=1.[NH2:21][CH:22]([CH2:25][CH3:26])[CH2:23][CH3:24]. Product: [Br:1][C:2]1[C:3]([CH2:16][C:17]([O:19][CH3:20])=[O:18])=[C:4]([C:7]2[CH:8]=[CH:9][C:10]([C:11]([NH:21][CH:22]([CH2:25][CH3:26])[CH2:23][CH3:24])=[O:13])=[CH:14][CH:15]=2)[S:5][CH:6]=1. The catalyst class is: 3. (5) Reactant: [F:1][C:2]1[CH:7]=[C:6]([N+:8]([O-:10])=[O:9])[C:5]([O:11][CH3:12])=[C:4]([F:13])[C:3]=1F.C(=O)([O-])[O-].[K+].[K+].[N:21]1([C:27]([O:29][C:30]([CH3:33])([CH3:32])[CH3:31])=[O:28])[CH2:26][CH2:25][NH:24][CH2:23][CH2:22]1. The catalyst class is: 10. Product: [F:13][C:4]1[C:5]([O:11][CH3:12])=[C:6]([N+:8]([O-:10])=[O:9])[CH:7]=[C:2]([F:1])[C:3]=1[N:24]1[CH2:23][CH2:22][N:21]([C:27]([O:29][C:30]([CH3:33])([CH3:32])[CH3:31])=[O:28])[CH2:26][CH2:25]1. (6) Reactant: [CH2:1]1[C:9]2[C:4](=[CH:5][CH:6]=[CH:7][CH:8]=2)[C:3]([C:10]#[N:11])=[CH:2]1. Product: [CH:3]1([C:10]#[N:11])[C:4]2[C:9](=[CH:8][CH:7]=[CH:6][CH:5]=2)[CH2:1][CH2:2]1. The catalyst class is: 50. (7) Reactant: Br[C:2]1[CH:7]=[CH:6][C:5]([N:8]2[C:12]([NH2:13])=[CH:11][C:10]([CH:14]([CH3:16])[CH3:15])=[N:9]2)=[CH:4][CH:3]=1.CC1(C)C2C(=C(P(C3C=CC=CC=3)C3C=CC=CC=3)C=CC=2)OC2C(P(C3C=CC=CC=3)C3C=CC=CC=3)=CC=CC1=2.[O-]P([O-])([O-])=O.[K+].[K+].[K+].[CH3:67][PH:68](=[O:70])[CH3:69]. Product: [NH2:13][C:12]1[N:8]([C:5]2[CH:6]=[CH:7][C:2]([P:68](=[O:70])([CH3:69])[CH3:67])=[CH:3][CH:4]=2)[N:9]=[C:10]([CH:14]([CH3:16])[CH3:15])[CH:11]=1. The catalyst class is: 274. (8) Reactant: [CH2:1]([O:3][C:4](=[O:25])[CH2:5][C:6]1[CH:7]=[C:8]([C:14]2[CH:19]=[CH:18][C:17]([F:20])=[CH:16][C:15]=2[CH2:21][NH:22][CH2:23][CH3:24])[C:9]([O:12][CH3:13])=[CH:10][CH:11]=1)[CH3:2].C(N(C(C)C)CC)(C)C.[C:35](Cl)(Cl)=[O:36].[Cl:39][C:40]1[CH:47]=[CH:46][C:43]([CH2:44][NH2:45])=[CH:42][CH:41]=1. The catalyst class is: 2. Product: [CH2:1]([O:3][C:4](=[O:25])[CH2:5][C:6]1[CH:7]=[C:8]([C:14]2[CH:19]=[CH:18][C:17]([F:20])=[CH:16][C:15]=2[CH2:21][N:22]([CH2:23][CH3:24])[C:35]([NH:45][CH2:44][C:43]2[CH:46]=[CH:47][C:40]([Cl:39])=[CH:41][CH:42]=2)=[O:36])[C:9]([O:12][CH3:13])=[CH:10][CH:11]=1)[CH3:2].